Dataset: Forward reaction prediction with 1.9M reactions from USPTO patents (1976-2016). Task: Predict the product of the given reaction. (1) Given the reactants Cl[S:2]([OH:5])(=[O:4])=[O:3].[C:6]1([CH2:12][NH:13][CH2:14][CH2:15][OH:16])[CH:11]=[CH:10][CH:9]=[CH:8][CH:7]=1, predict the reaction product. The product is: [S:2]([OH:5])([O:16][CH2:15][CH2:14][NH:13][CH2:12][C:6]1[CH:11]=[CH:10][CH:9]=[CH:8][CH:7]=1)(=[O:4])=[O:3]. (2) The product is: [NH2:1][C:2]1[CH:3]=[CH:4][C:5]([C:8]([CH3:15])([CH3:14])[CH2:9][OH:10])=[CH:6][CH:7]=1. Given the reactants [NH2:1][C:2]1[CH:7]=[CH:6][C:5]([C:8]([CH3:15])([CH3:14])[C:9](OCC)=[O:10])=[CH:4][CH:3]=1.[H-].[H-].[H-].[H-].[Li+].[Al+3].[OH-].[Na+], predict the reaction product. (3) Given the reactants [Na].[CH2:2]([OH:9])[C:3]1[CH:8]=[CH:7][CH:6]=[CH:5][CH:4]=1.F[C:11]1[CH:20]=[C:19]2[C:14]([C:15](=[O:21])[NH:16][CH:17]=[N:18]2)=[CH:13][CH:12]=1.Cl, predict the reaction product. The product is: [CH2:2]([O:9][C:11]1[CH:20]=[C:19]2[C:14]([C:15](=[O:21])[NH:16][CH:17]=[N:18]2)=[CH:13][CH:12]=1)[C:3]1[CH:8]=[CH:7][CH:6]=[CH:5][CH:4]=1. (4) Given the reactants [Br:1][C:2]1[CH:3]=[CH:4][C:5]([O:21][CH3:22])=[C:6]([C:8]2[N:9]([C:14]3[N:19]=[C:18](Br)[CH:17]=[CH:16][CH:15]=3)[C:10]([CH3:13])=[CH:11][CH:12]=2)[CH:7]=1.C(N([CH2:28][CH3:29])CC)C.[C]=[O:31].[CH2:32]([OH:34])C, predict the reaction product. The product is: [CH2:28]([O:31][C:32](=[O:34])[C:18]1[CH:17]=[CH:16][CH:15]=[C:14]([N:9]2[C:10]([CH3:13])=[CH:11][CH:12]=[C:8]2[C:6]2[CH:7]=[C:2]([Br:1])[CH:3]=[CH:4][C:5]=2[O:21][CH3:22])[N:19]=1)[CH3:29].